This data is from Peptide-MHC class II binding affinity with 134,281 pairs from IEDB. The task is: Regression. Given a peptide amino acid sequence and an MHC pseudo amino acid sequence, predict their binding affinity value. This is MHC class II binding data. The peptide sequence is ANATAGTTVYGAFAA. The MHC is HLA-DPA10103-DPB10601 with pseudo-sequence HLA-DPA10103-DPB10601. The binding affinity (normalized) is 0.103.